From a dataset of Catalyst prediction with 721,799 reactions and 888 catalyst types from USPTO. Predict which catalyst facilitates the given reaction. (1) Reactant: [F:1][C:2]1[CH:8]=[C:7]([I:9])[CH:6]=[CH:5][C:3]=1[NH2:4].[CH2:10]([CH2:14][C:15](=O)[CH3:16])[C:11]([CH3:13])=O.C(=O)([O-])O.[Na+]. Product: [F:1][C:2]1[CH:8]=[C:7]([I:9])[CH:6]=[CH:5][C:3]=1[N:4]1[C:15]([CH3:16])=[CH:14][CH:10]=[C:11]1[CH3:13]. The catalyst class is: 626. (2) Reactant: [Br:1][C:2]1[CH:7]=[CH:6][C:5]([C@@H:8]([CH3:17])[CH2:9][NH:10]C(=O)C(F)(F)F)=[CH:4][CH:3]=1.[OH-].[Na+].C(N(CC)CC)C.[C:35](O[C:35]([O:37][C:38]([CH3:41])([CH3:40])[CH3:39])=[O:36])([O:37][C:38]([CH3:41])([CH3:40])[CH3:39])=[O:36]. Product: [Br:1][C:2]1[CH:3]=[CH:4][C:5]([C@@H:8]([CH3:17])[CH2:9][NH:10][C:35](=[O:36])[O:37][C:38]([CH3:39])([CH3:40])[CH3:41])=[CH:6][CH:7]=1. The catalyst class is: 61. (3) Reactant: [Br:1][C:2]1[CH:7]=[CH:6][C:5]([CH2:8][C:9]([C:11]2[CH:12]=[N:13][CH:14]=[CH:15][CH:16]=2)=O)=[CH:4][CH:3]=1.Cl.[NH2:18][OH:19].C(=O)(O)[O-].[Na+]. Product: [Br:1][C:2]1[CH:7]=[CH:6][C:5]([CH2:8][C:9]([C:11]2[CH:12]=[N:13][CH:14]=[CH:15][CH:16]=2)=[N:18][OH:19])=[CH:4][CH:3]=1. The catalyst class is: 40. (4) Reactant: CO[C:3]([C:5]1[N:6]=[C:7]([C:24]#[N:25])[C:8]2[C:13]([C:14]=1[OH:15])=[CH:12][CH:11]=[C:10]([O:16][C:17]1[CH:22]=[CH:21][C:20]([Cl:23])=[CH:19][CH:18]=1)[CH:9]=2)=[O:4].[NH2:26][CH2:27][C:28]([CH3:35])([CH3:34])[C:29]([O:31][CH2:32][CH3:33])=[O:30]. Product: [CH2:32]([O:31][C:29](=[O:30])[C:28]([CH3:35])([CH3:34])[CH2:27][NH:26][C:3]([C:5]1[N:6]=[C:7]([C:24]#[N:25])[C:8]2[C:13]([C:14]=1[OH:15])=[CH:12][CH:11]=[C:10]([O:16][C:17]1[CH:22]=[CH:21][C:20]([Cl:23])=[CH:19][CH:18]=1)[CH:9]=2)=[O:4])[CH3:33]. The catalyst class is: 14. (5) Reactant: [CH3:1][C:2]1[C:7]([NH:8][S:9]([C:12]2[CH:17]=[CH:16][CH:15]=[CH:14][CH:13]=2)(=[O:11])=[O:10])=[CH:6][CH:5]=[C:4]([CH3:18])[C:3]=1[NH:19][C:20]([CH2:22][C:23]1[CH:30]=[CH:29][C:26]([C:27]#[N:28])=[CH:25][CH:24]=1)=[O:21].Cl.C(=O)([O-])[O-].[NH4+:36].[NH4+]. Product: [CH3:1][C:2]1[C:7]([NH:8][S:9]([C:12]2[CH:13]=[CH:14][CH:15]=[CH:16][CH:17]=2)(=[O:11])=[O:10])=[CH:6][CH:5]=[C:4]([CH3:18])[C:3]=1[NH:19][C:20]([CH2:22][C:23]1[CH:24]=[CH:25][C:26]([C:27]([NH2:36])=[NH:28])=[CH:29][CH:30]=1)=[O:21]. The catalyst class is: 8.